Dataset: Forward reaction prediction with 1.9M reactions from USPTO patents (1976-2016). Task: Predict the product of the given reaction. Given the reactants [Cl:1][C:2]1[NH:3][C:4](Cl)([CH:10]=[CH2:11])[C:5]([O:8][CH3:9])=[CH:6][N:7]=1.[Cl:13]C1N=CC(OC)=C(Cl)N=1.C([Mg]Br)=C.C(C1C(=O)C(Cl)=C(Cl)C(=O)C=1C#N)#N, predict the reaction product. The product is: [Cl:1][C:2]1[N:3]=[C:4]([CH:10]=[CH2:11])[C:5]([O:8][CH3:9])=[C:6]([Cl:13])[N:7]=1.